Task: Binary Classification. Given a drug SMILES string, predict its activity (active/inactive) in a high-throughput screening assay against a specified biological target.. Dataset: HIV replication inhibition screening data with 41,000+ compounds from the AIDS Antiviral Screen (1) The result is 0 (inactive). The compound is CN(C)CCNc1ccc(CO)c2oc3ccc(O)cc3c(=O)c12. (2) The drug is CC(C)=CCCC(C)=CCOC(C)(C)C1=CCC(C)CC1.CC(C)=CCCC(C)=CCOC1CC(C)CCC1=C(C)C. The result is 0 (inactive). (3) The result is 0 (inactive). The compound is O=C(CC1(O)C(=O)Nc2ccc([N+](=O)[O-])cc21)c1ccc(Br)cc1. (4) The molecule is Cc1sc2ncnc(N)c2c1C. The result is 0 (inactive).